Task: Predict the product of the given reaction.. Dataset: Forward reaction prediction with 1.9M reactions from USPTO patents (1976-2016) (1) The product is: [Cl:1][CH:2]([F:16])[C:3]([NH:5][C:6]1[CH:7]=[N:8][C:9]([C:12]2[N:13]=[C:19]([C:18]([F:29])([F:28])[F:17])[O:15][N:14]=2)=[CH:10][CH:11]=1)=[O:4]. Given the reactants [Cl:1][CH:2]([F:16])[C:3]([NH:5][C:6]1[CH:7]=[N:8][C:9]([C:12](=[N:14][OH:15])[NH2:13])=[CH:10][CH:11]=1)=[O:4].[F:17][C:18]([F:29])([F:28])[C:19](O[C:19](=O)[C:18]([F:29])([F:28])[F:17])=O, predict the reaction product. (2) Given the reactants Br[C:2]1[CH:3]=[C:4]([NH:22][CH2:23][C:24]2[CH:25]=[N:26][CH:27]=[CH:28][CH:29]=2)[CH:5]=[C:6]2[C:11]=1[N:10]=[CH:9][C:8]([C:12]#[N:13])=[C:7]2[NH:14][C:15]1[CH:20]=[CH:19][CH:18]=[C:17]([Cl:21])[CH:16]=1.[CH3:30][N:31](C=O)C, predict the reaction product. The product is: [Cl:21][C:17]1[CH:16]=[C:15]([NH:14][C:7]2[C:6]3[C:11](=[C:2]([C:30]#[N:31])[CH:3]=[C:4]([NH:22][CH2:23][C:24]4[CH:25]=[N:26][CH:27]=[CH:28][CH:29]=4)[CH:5]=3)[N:10]=[CH:9][C:8]=2[C:12]#[N:13])[CH:20]=[CH:19][CH:18]=1. (3) Given the reactants [CH2:1]([N:3]1[C:7]2=[N:8][C:9]([CH2:49][CH3:50])=[C:10]([CH2:19][NH:20][C:21]([C:23]3[CH:28]=[CH:27][CH:26]=[C:25]([C:29]([NH:31][CH2:32][C:33]4[CH:34]=[C:35]([C:41]5[CH:46]=[CH:45][CH:44]=[C:43]([CH:47]=O)[CH:42]=5)[CH:36]=[CH:37][C:38]=4[O:39][CH3:40])=[O:30])[CH:24]=3)=[O:22])[C:11]([NH:12][CH:13]3[CH2:18][CH2:17][O:16][CH2:15][CH2:14]3)=[C:6]2[CH:5]=[N:4]1)[CH3:2].[N:51]1(C(OC(C)(C)C)=O)[CH2:57][CH2:56][CH2:55][NH:54][CH2:53][CH2:52]1.C(O[BH-](OC(=O)C)OC(=O)C)(=O)C.[Na+].CC(O)=O, predict the reaction product. The product is: [CH2:1]([N:3]1[C:7]2=[N:8][C:9]([CH2:49][CH3:50])=[C:10]([CH2:19][NH:20][C:21]([C:23]3[CH:28]=[CH:27][CH:26]=[C:25]([C:29]([NH:31][CH2:32][C:33]4[CH:34]=[C:35]([C:41]5[CH:46]=[CH:45][CH:44]=[C:43]([CH2:47][N:51]6[CH2:57][CH2:56][CH2:55][NH:54][CH2:53][CH2:52]6)[CH:42]=5)[CH:36]=[CH:37][C:38]=4[O:39][CH3:40])=[O:30])[CH:24]=3)=[O:22])[C:11]([NH:12][CH:13]3[CH2:14][CH2:15][O:16][CH2:17][CH2:18]3)=[C:6]2[CH:5]=[N:4]1)[CH3:2]. (4) The product is: [C:1]([O:5][C:6]([N:8]1[CH2:13][CH2:12][O:11][CH2:10][CH:9]1[C:14]1[N:19]=[C:18]([OH:20])[C:17]([O:21][C:26](=[O:33])[C:27]2[CH:32]=[CH:31][CH:30]=[CH:29][CH:28]=2)=[C:16]([C:22]([O:24][CH3:25])=[O:23])[N:15]=1)=[O:7])([CH3:4])([CH3:3])[CH3:2]. Given the reactants [C:1]([O:5][C:6]([N:8]1[CH2:13][CH2:12][O:11][CH2:10][CH:9]1[C:14]1[N:19]=[C:18]([OH:20])[C:17]([OH:21])=[C:16]([C:22]([O:24][CH3:25])=[O:23])[N:15]=1)=[O:7])([CH3:4])([CH3:3])[CH3:2].[C:26](O[C:26](=[O:33])[C:27]1[CH:32]=[CH:31][CH:30]=[CH:29][CH:28]=1)(=[O:33])[C:27]1[CH:32]=[CH:31][CH:30]=[CH:29][CH:28]=1, predict the reaction product. (5) Given the reactants [C:1]([C:5]1[CH:10]=[CH:9][CH:8]=[CH:7][CH:6]=1)(=O)[CH2:2][CH3:3].[OH:11][C:12]1[CH:17]=[CH:16][C:15]([C:18]([C:20]2[CH:25]=[CH:24][C:23]([OH:26])=[CH:22][CH:21]=2)=O)=[CH:14][CH:13]=1, predict the reaction product. The product is: [OH:11][C:12]1[CH:17]=[CH:16][C:15]([C:18]([C:20]2[CH:25]=[CH:24][C:23]([OH:26])=[CH:22][CH:21]=2)=[C:1]([C:5]2[CH:10]=[CH:9][CH:8]=[CH:7][CH:6]=2)[CH2:2][CH3:3])=[CH:14][CH:13]=1. (6) Given the reactants [CH2:1]([O:3][C:4](=[O:25])[C:5]1[CH:10]=[CH:9][CH:8]=[C:7]([N:11]2[C:15]([CH3:16])=[CH:14][CH:13]=[C:12]2[C:17]2[CH:22]=[C:21]([Br:23])[CH:20]=[CH:19][C:18]=2[OH:24])[CH:6]=1)[CH3:2].C([O-])([O-])=O.[K+].[K+].[F:32][C:33]1[CH:40]=[C:39]([F:41])[CH:38]=[CH:37][C:34]=1[CH2:35]Br, predict the reaction product. The product is: [CH2:1]([O:3][C:4](=[O:25])[C:5]1[CH:10]=[CH:9][CH:8]=[C:7]([N:11]2[C:15]([CH3:16])=[CH:14][CH:13]=[C:12]2[C:17]2[CH:22]=[C:21]([Br:23])[CH:20]=[CH:19][C:18]=2[O:24][CH2:35][C:34]2[CH:37]=[CH:38][C:39]([F:41])=[CH:40][C:33]=2[F:32])[CH:6]=1)[CH3:2]. (7) Given the reactants [Br:1][C:2]1[CH:3]=[C:4]2[C:9](=[N:10][C:11]=1[CH:12]([O:15][CH3:16])[O:13][CH3:14])[N:8]([C:17]([O:19]C1C=CC=CC=1)=O)[CH2:7][CH2:6][CH2:5]2.[NH2:26][C:27]1[CH:34]=[CH:33][C:30]([C:31]#[N:32])=[CH:29][N:28]=1.[Li+].C[Si]([N-][Si](C)(C)C)(C)C, predict the reaction product. The product is: [Br:1][C:2]1[CH:3]=[C:4]2[C:9](=[N:10][C:11]=1[CH:12]([O:13][CH3:14])[O:15][CH3:16])[N:8]([C:17]([NH:26][C:27]1[CH:34]=[CH:33][C:30]([C:31]#[N:32])=[CH:29][N:28]=1)=[O:19])[CH2:7][CH2:6][CH2:5]2.